Dataset: HIV replication inhibition screening data with 41,000+ compounds from the AIDS Antiviral Screen. Task: Binary Classification. Given a drug SMILES string, predict its activity (active/inactive) in a high-throughput screening assay against a specified biological target. (1) The drug is S=C1NCCNC(=S)SSC(=S)SS1. The result is 0 (inactive). (2) The compound is O=C(CSS(=O)(=O)O)c1ccccc1. The result is 0 (inactive). (3) The drug is O=C(C[N+]12CC=C(CO)C1C(O)CC2)c1ccc(Br)cc1. The result is 0 (inactive). (4) The drug is Cc1ccc(S(=O)(=O)SC(S(=O)(=O)c2ccc(C)cc2)S(=O)(=O)c2ccc(C)cc2)cc1. The result is 0 (inactive). (5) The molecule is C=CCNC(=O)CN(CC(=O)OC)C1CCCCC1N(CC(=O)OC)CC(=O)OC. The result is 0 (inactive). (6) The drug is S=c1[nH]c2ccc(Br)cc2c(=S)n1-c1ccccc1. The result is 0 (inactive).